This data is from Forward reaction prediction with 1.9M reactions from USPTO patents (1976-2016). The task is: Predict the product of the given reaction. (1) Given the reactants [Cl:1][C:2]1[CH:3]=[C:4]2[C:8](=[C:9]([NH:11][CH:12]3[CH2:16][CH2:15][CH2:14][CH2:13]3)[CH:10]=1)[NH:7][C:6]([C@H:17]1[CH2:21][O:20]C(C)(C)[NH:18]1)=[CH:5]2.C(O)(C(F)(F)F)=O, predict the reaction product. The product is: [NH2:18][C@@H:17]([C:6]1[NH:7][C:8]2[C:4]([CH:5]=1)=[CH:3][C:2]([Cl:1])=[CH:10][C:9]=2[NH:11][CH:12]1[CH2:16][CH2:15][CH2:14][CH2:13]1)[CH2:21][OH:20]. (2) The product is: [CH3:1][O:2][C:3](=[O:11])[C:4]1[CH:9]=[CH:8][CH:7]=[C:6]([O:10][C@@H:13]2[CH2:17][CH2:16][NH:15][C:14]2=[O:18])[CH:5]=1. Given the reactants [CH3:1][O:2][C:3](=[O:11])[C:4]1[CH:9]=[CH:8][CH:7]=[C:6]([OH:10])[CH:5]=1.O[C@@H:13]1[CH2:17][CH2:16][NH:15][C:14]1=[O:18].C1(P(C2C=CC=CC=2)C2C=CC=CC=2)C=CC=CC=1.CCOC(/N=N/C(OCC)=O)=O, predict the reaction product.